This data is from Full USPTO retrosynthesis dataset with 1.9M reactions from patents (1976-2016). The task is: Predict the reactants needed to synthesize the given product. (1) Given the product [NH2:1][CH:2]([C:42]1[CH:43]=[C:44]([NH:48][CH2:49][CH2:50][CH2:51][C:52]([OH:54])=[O:53])[CH:45]=[CH:46][CH:47]=1)[CH2:3][N:4]1[C:9](=[O:10])[C:8]2[C:11]3([O:27][CH2:28][C:7]=2[N:6]([CH2:29][C:30]2[C:35]([C:36]([F:37])([F:38])[F:39])=[CH:34][CH:33]=[CH:32][C:31]=2[F:40])[C:5]1=[O:41])[CH2:12][CH2:13][N:14]([CH2:17][C:18]1[O:19][C:20]([C:23]([F:25])([F:24])[F:26])=[CH:21][CH:22]=1)[CH2:15][CH2:16]3, predict the reactants needed to synthesize it. The reactants are: [NH2:1][CH:2]([C:42]1[CH:43]=[C:44]([NH:48][CH2:49][CH2:50][CH2:51][C:52]([O:54]CC)=[O:53])[CH:45]=[CH:46][CH:47]=1)[CH2:3][N:4]1[C:9](=[O:10])[C:8]2[C:11]3([O:27][CH2:28][C:7]=2[N:6]([CH2:29][C:30]2[C:35]([C:36]([F:39])([F:38])[F:37])=[CH:34][CH:33]=[CH:32][C:31]=2[F:40])[C:5]1=[O:41])[CH2:16][CH2:15][N:14]([CH2:17][C:18]1[O:19][C:20]([C:23]([F:26])([F:25])[F:24])=[CH:21][CH:22]=1)[CH2:13][CH2:12]3.[OH-].[Na+].Cl. (2) Given the product [Cl:25][C:26]1[CH:27]=[C:28]([C:2]2[CH:3]=[C:4]3[C:9]4=[C:10]([C@H:12]5[CH2:17][N:16]([C:18]([O:20][C:21]([CH3:23])([CH3:24])[CH3:22])=[O:19])[CH2:15][CH2:14][C@H:13]5[N:8]4[CH2:7][CH2:6][CH2:5]3)[CH:11]=2)[CH:29]=[CH:30][C:31]=1[Cl:32], predict the reactants needed to synthesize it. The reactants are: Br[C:2]1[CH:3]=[C:4]2[C:9]3=[C:10]([C@H:12]4[CH2:17][N:16]([C:18]([O:20][C:21]([CH3:24])([CH3:23])[CH3:22])=[O:19])[CH2:15][CH2:14][C@H:13]4[N:8]3[CH2:7][CH2:6][CH2:5]2)[CH:11]=1.[Cl:25][C:26]1[CH:27]=[C:28](B(O)O)[CH:29]=[CH:30][C:31]=1[Cl:32]. (3) Given the product [Br:1][C:2]1[CH:30]=[CH:29][C:28]([F:31])=[CH:27][C:3]=1[O:4][CH:5]1[CH2:6][CH2:7][N:8]([C:11]2[S:12][C:13]3[C:18]([O:33][CH3:32])=[N:17][C:16]([CH2:20][CH2:21][C:22]([OH:24])=[O:23])=[N:15][C:14]=3[N:26]=2)[CH2:9][CH2:10]1, predict the reactants needed to synthesize it. The reactants are: [Br:1][C:2]1[CH:30]=[CH:29][C:28]([F:31])=[CH:27][C:3]=1[O:4][CH:5]1[CH2:10][CH2:9][N:8]([C:11]2[S:12][C:13]3[C:18](Cl)=[N:17][C:16]([CH2:20][CH2:21][C:22]([O:24]C)=[O:23])=[N:15][C:14]=3[N:26]=2)[CH2:7][CH2:6]1.[CH3:32][OH:33]. (4) Given the product [NH2:1][C:2]1[N:3]=[C:4]([N:40]2[CH2:45][CH2:44][N:43]([C:53](=[O:54])[CH2:52][O:51][C:50]3[CH:56]=[CH:57][C:47]([Cl:46])=[CH:48][CH:49]=3)[CH2:42][CH2:41]2)[C:5]2[N:10]=[C:9]([CH:11]([CH:23]3[CH2:27][CH2:26][CH2:25][CH2:24]3)[C:12]3[CH:17]=[CH:16][C:15]([F:18])=[CH:14][CH:13]=3)[S:8][C:6]=2[N:7]=1, predict the reactants needed to synthesize it. The reactants are: [NH2:1][C:2]1[N:3]=[C:4](SC)[C:5]2[N:10]=[C:9]([CH2:11][C:12]3[CH:17]=[CH:16][C:15]([F:18])=[CH:14][CH:13]=3)[S:8][C:6]=2[N:7]=1.[OH-].[Na+].[CH:23]1(I)[CH2:27][CH2:26][CH2:25][CH2:24]1.ClC1C=C(C=CC=1)C(OO)=O.[NH:40]1[CH2:45][CH2:44][NH:43][CH2:42][CH2:41]1.[Cl:46][C:47]1[CH:57]=[CH:56][C:50]([O:51][CH2:52][C:53](Cl)=[O:54])=[CH:49][CH:48]=1.C(N(C(C)C)CC)(C)C.